Dataset: HIV replication inhibition screening data with 41,000+ compounds from the AIDS Antiviral Screen. Task: Binary Classification. Given a drug SMILES string, predict its activity (active/inactive) in a high-throughput screening assay against a specified biological target. (1) The molecule is CC1(C)CC(=O)C2=C(C1)Nc1ccccc1S2. The result is 0 (inactive). (2) The compound is S=C1NC=CC(S)N1. The result is 0 (inactive). (3) The compound is CNC(=O)CC1NC(=O)c2csc(n2)-c2ccc(-c3nc(C4=NC(C(=O)N5CCCC5C(N)=O)CO4)cs3)nc2-c2csc(n2)-c2csc(n2)C(C(C)C)NC(=O)CNC(=O)c2csc(n2)C(C(C)C)NC(=O)c2nc1sc2C. The result is 0 (inactive). (4) The drug is CCN(C=C1C(=O)C(c2ccccc2)N(c2ccccc2)C1=O)CC. The result is 0 (inactive). (5) The compound is Nc1c2ccccc2nc2nccnc12. The result is 0 (inactive). (6) The drug is CC(=O)OCC1OC(n2cnc3nc(Br)nc(O)c32)C(OC(C)=O)C1OC(C)=O. The result is 1 (active). (7) The compound is COc1ccc(C2Nc3ccccc3NC3CC(C)(C)CC(=O)C32)cc1. The result is 0 (inactive). (8) The compound is COc1ccc(-n2sc3ncc(-c4ccccc4)cc3c2=O)cc1. The result is 1 (active). (9) The drug is O=C1C=CC(=O)C(CNc2ccc(C(=O)OCc3ccccc3)cc2)=C1. The result is 0 (inactive).